This data is from Catalyst prediction with 721,799 reactions and 888 catalyst types from USPTO. The task is: Predict which catalyst facilitates the given reaction. Reactant: [CH2:1]([O:8][C:9]([CH:11]([CH2:19][CH2:20][C@H:21]([NH:29][C:30]([O:32][C:33]([CH3:36])([CH3:35])[CH3:34])=[O:31])[C:22]([O:24][C:25]([CH3:28])([CH3:27])[CH3:26])=[O:23])[C:12]([O:14][C:15]([CH3:18])([CH3:17])[CH3:16])=[O:13])=[O:10])[C:2]1[CH:7]=[CH:6][CH:5]=[CH:4][CH:3]=1.[H-].[Na+].[CH2:39]([O:46][C:47]1[CH:54]=[CH:53][C:50]([CH2:51]Br)=[CH:49][CH:48]=1)[C:40]1[CH:45]=[CH:44][CH:43]=[CH:42][CH:41]=1. Product: [CH2:39]([O:46][C:47]1[CH:48]=[CH:49][C:50]([CH2:51][C:11]([C:9]([O:8][CH2:1][C:2]2[CH:3]=[CH:4][CH:5]=[CH:6][CH:7]=2)=[O:10])([CH2:19][CH2:20][C@H:21]([NH:29][C:30]([O:32][C:33]([CH3:36])([CH3:35])[CH3:34])=[O:31])[C:22]([O:24][C:25]([CH3:26])([CH3:27])[CH3:28])=[O:23])[C:12]([O:14][C:15]([CH3:18])([CH3:17])[CH3:16])=[O:13])=[CH:53][CH:54]=1)[C:40]1[CH:41]=[CH:42][CH:43]=[CH:44][CH:45]=1. The catalyst class is: 9.